From a dataset of Full USPTO retrosynthesis dataset with 1.9M reactions from patents (1976-2016). Predict the reactants needed to synthesize the given product. (1) Given the product [Cl:18][CH2:10][C:7]1[CH:8]=[CH:9][C:4]([O:3][CH2:2][F:1])=[C:5]([C:12]([F:15])([F:14])[F:13])[CH:6]=1, predict the reactants needed to synthesize it. The reactants are: [F:1][CH2:2][O:3][C:4]1[CH:9]=[CH:8][C:7]([CH2:10]O)=[CH:6][C:5]=1[C:12]([F:15])([F:14])[F:13].S(Cl)([Cl:18])=O. (2) Given the product [S:1]1[C:5]([C:14]2[C:15]([CH3:19])=[CH:16][N:17]=[C:12]([NH:20][CH:21]3[CH2:22][C:23]([CH3:30])([CH3:29])[NH:24][C:25]([CH3:28])([CH3:27])[CH2:26]3)[N:13]=2)=[CH:4][CH:3]=[C:2]1[C:6]1[S:7][CH:8]=[CH:9][CH:10]=1, predict the reactants needed to synthesize it. The reactants are: [S:1]1[CH:5]=[CH:4][CH:3]=[C:2]1[C:6]1[S:7][CH:8]=[CH:9][CH:10]=1.Cl[C:12]1[N:17]=[C:16](Cl)[C:15]([CH3:19])=[CH:14][N:13]=1.[NH2:20][CH:21]1[CH2:26][C:25]([CH3:28])([CH3:27])[NH:24][C:23]([CH3:30])([CH3:29])[CH2:22]1. (3) Given the product [CH3:1][N:2]([C:4]([NH:6][C:7]([NH2:9])=[NH:8])=[NH:5])[CH3:3].[C:10]([O-:18])(=[O:17])[CH2:11][CH2:12][CH2:13][C:14]([O-:16])=[O:15], predict the reactants needed to synthesize it. The reactants are: [CH3:1][N:2]([C:4]([NH:6][C:7]([NH2:9])=[NH:8])=[NH:5])[CH3:3].[C:10]([OH:18])(=[O:17])[CH2:11][CH2:12][CH2:13][C:14]([OH:16])=[O:15].